Dataset: Catalyst prediction with 721,799 reactions and 888 catalyst types from USPTO. Task: Predict which catalyst facilitates the given reaction. (1) Reactant: N(C(OC(C)C)=O)=NC(OC(C)C)=O.[OH:15][C:16]1[CH:21]=[CH:20][C:19]([CH2:22][CH:23]([C:30]2[CH:35]=[CH:34][CH:33]=[CH:32][CH:31]=2)[CH2:24][C:25]([O:27][CH2:28][CH3:29])=[O:26])=[CH:18][CH:17]=1.[CH3:36][NH:37][C:38]1[N:43]=[C:42]([CH:44](O)[CH3:45])[CH:41]=[CH:40][CH:39]=1.C1(P(C2C=CC=CC=2)C2C=CC=CC=2)C=CC=CC=1. Product: [C:30]1([CH:23]([CH2:22][C:19]2[CH:18]=[CH:17][C:16]([O:15][CH2:45][CH2:44][C:42]3[CH:41]=[CH:40][CH:39]=[C:38]([NH:37][CH3:36])[N:43]=3)=[CH:21][CH:20]=2)[CH2:24][C:25]([O:27][CH2:28][CH3:29])=[O:26])[CH:31]=[CH:32][CH:33]=[CH:34][CH:35]=1. The catalyst class is: 1. (2) Reactant: [F:1][C:2]1[CH:7]=[CH:6][CH:5]=[CH:4][C:3]=1[C:8]1[C:20]2[C:19]3[C:14](=[CH:15][C:16]([CH3:28])=[C:17]([O:21][C:22]4[CH:23]=[N:24][CH:25]=[N:26][CH:27]=4)[CH:18]=3)[NH:13][C:12]=2[C:11]([C:29]([OH:31])=O)=[N:10][CH:9]=1.[Cl-].[NH4+].F[P-](F)(F)(F)(F)F.[N:41]1(O[P+](N(C)C)(N(C)C)N(C)C)C2C=CC=CC=2N=N1.CCN(C(C)C)C(C)C.CN1CCOCC1. Product: [F:1][C:2]1[CH:7]=[CH:6][CH:5]=[CH:4][C:3]=1[C:8]1[C:20]2[C:19]3[C:14](=[CH:15][C:16]([CH3:28])=[C:17]([O:21][C:22]4[CH:23]=[N:24][CH:25]=[N:26][CH:27]=4)[CH:18]=3)[NH:13][C:12]=2[C:11]([C:29]([NH2:41])=[O:31])=[N:10][CH:9]=1. The catalyst class is: 121. (3) Reactant: [C:1]([C:4]1[C:13]2[C:8](=[CH:9][CH:10]=[CH:11][CH:12]=2)[C:7](B(O)O)=[CH:6][CH:5]=1)([OH:3])=[O:2].Cl.Br[C:19]1[C:20]([CH3:26])=[N:21][C:22]([CH3:25])=[CH:23][CH:24]=1.C([O-])([O-])=O.[Na+].[Na+]. Product: [CH3:26][C:20]1[C:19]([C:7]2[C:8]3[C:13](=[CH:12][CH:11]=[CH:10][CH:9]=3)[C:4]([C:1]([OH:3])=[O:2])=[CH:5][CH:6]=2)=[CH:24][CH:23]=[C:22]([CH3:25])[N:21]=1. The catalyst class is: 659.